Dataset: Reaction yield outcomes from USPTO patents with 853,638 reactions. Task: Predict the reaction yield, written as a fraction of the theoretical maximum amount of product (1.0 means a 100% yield; for example, 0.34 means a 34% yield). (1) The catalyst is O1CCOCC1.C([O-])(=O)C.[Pd+2].C([O-])(=O)C. The yield is 0.770. The reactants are Br[C:2]1[CH:3]=[C:4]2[C:9]([S:10][CH2:11][CH3:12])=[C:8]([C:13]([NH2:15])=[O:14])[CH:7]=[N:6][N:5]2[CH:16]=1.[C:17]1(B(O)O)[CH:22]=[CH:21][CH:20]=[CH:19][CH:18]=1.P([O-])([O-])([O-])=O.[K+].[K+].[K+].C1(P(C2CCCCC2)C2C=CC=CC=2C2C(C(C)C)=CC(C(C)C)=CC=2C(C)C)CCCCC1. The product is [CH2:11]([S:10][C:9]1[C:4]2[N:5]([CH:16]=[C:2]([C:17]3[CH:22]=[CH:21][CH:20]=[CH:19][CH:18]=3)[CH:3]=2)[N:6]=[CH:7][C:8]=1[C:13]([NH2:15])=[O:14])[CH3:12]. (2) The reactants are C[O:2][C:3]1[CH:11]=[CH:10][CH:9]=[C:8]2[C:4]=1[CH2:5][CH2:6]/[C:7]/2=[CH:12]\[C:13]([O:15][CH2:16][CH3:17])=[O:14].C([O-])=O.[NH4+]. The catalyst is CCO. The product is [CH2:16]([O:15][C:13](=[O:14])[CH2:12][CH:7]1[C:8]2[C:4](=[C:3]([OH:2])[CH:11]=[CH:10][CH:9]=2)[CH2:5][CH2:6]1)[CH3:17]. The yield is 0.780. (3) The reactants are [CH2:1]([C:3]1[C:4]([CH3:27])=[C:5]2[C:9](=[C:10]([O:19][CH2:20][CH2:21][Si:22]([CH3:25])([CH3:24])[CH3:23])[C:11]=1[CH2:12][CH:13]=[C:14]([CH2:17]O)[CH2:15][CH3:16])[C:8](=[O:26])[O:7][CH2:6]2)[CH3:2].C1(P(C2C=CC=CC=2)C2C=CC=CC=2)C=CC=CC=1.C(Br)(Br)(Br)[Br:48]. The catalyst is C(Cl)Cl. The product is [Br:48][CH2:17][C:14]([CH2:15][CH3:16])=[CH:13][CH2:12][C:11]1[C:10]([O:19][CH2:20][CH2:21][Si:22]([CH3:23])([CH3:25])[CH3:24])=[C:9]2[C:5]([CH2:6][O:7][C:8]2=[O:26])=[C:4]([CH3:27])[C:3]=1[CH2:1][CH3:2]. The yield is 0.780. (4) The reactants are [F:1][C:2]1[CH:3]=[CH:4][C:5]([S:12][C:13]2[CH:18]=[CH:17][CH:16]=[CH:15][C:14]=2[C:19](OC)=[O:20])=[C:6]([CH:11]=1)[C:7](OC)=[O:8].S(C1C=CC=CC=1C(OC)=O)C1C=CC=CC=1C(OC)=O. No catalyst specified. The product is [F:1][C:2]1[CH:3]=[CH:4][C:5]([S:12][C:13]2[CH:18]=[CH:17][CH:16]=[CH:15][C:14]=2[CH2:19][OH:20])=[C:6]([CH2:7][OH:8])[CH:11]=1. The yield is 0.880. (5) The reactants are Cl[CH2:2][CH2:3][CH2:4][CH2:5][C:6]1([C:10]([O:12][CH2:13][CH3:14])=[O:11])[CH2:9][CH2:8][CH2:7]1.[Na+].[I-:16]. The catalyst is CC(=O)CC.CCOCC. The product is [I:16][CH2:2][CH2:3][CH2:4][CH2:5][C:6]1([C:10]([O:12][CH2:13][CH3:14])=[O:11])[CH2:9][CH2:8][CH2:7]1. The yield is 0.990.